Dataset: Forward reaction prediction with 1.9M reactions from USPTO patents (1976-2016). Task: Predict the product of the given reaction. (1) Given the reactants [CH2:1]([N:8]1[CH:13]=[CH:12][CH:11]=[C:10]([C:14]([NH:16][C@@H:17]([CH2:22][CH2:23][CH2:24][NH:25][C:26]([NH:28][S:29]([C:32]2[CH:37]=[CH:36][C:35]([CH3:38])=[CH:34][CH:33]=2)(=[O:31])=[O:30])=[NH:27])[C:18]([O:20]C)=[O:19])=[O:15])[C:9]1=[O:39])[C:2]1[CH:7]=[CH:6][CH:5]=[CH:4][CH:3]=1.[OH-].[Na+], predict the reaction product. The product is: [C:2]1([CH:1]([C:2]2[CH:7]=[CH:6][CH:5]=[CH:4][CH:3]=2)[N:8]2[CH:13]=[CH:12][CH:11]=[C:10]([C:14]([NH:16][C@@H:17]([CH2:22][CH2:23][CH2:24][NH:25][C:26]([NH:28][S:29]([C:32]3[CH:33]=[CH:34][C:35]([CH3:38])=[CH:36][CH:37]=3)(=[O:31])=[O:30])=[NH:27])[C:18]([OH:20])=[O:19])=[O:15])[C:9]2=[O:39])[CH:7]=[CH:6][CH:5]=[CH:4][CH:3]=1. (2) Given the reactants [I:1][C:2]1[CH:7]=[CH:6][C:5]([CH:8]([CH2:11][CH:12]=C)[C:9]#[N:10])=[CH:4][CH:3]=1.CC(C)=[O:16].O, predict the reaction product. The product is: [I:1][C:2]1[CH:7]=[CH:6][C:5]([CH:8]([CH2:11][CH:12]=[O:16])[C:9]#[N:10])=[CH:4][CH:3]=1. (3) Given the reactants [F:1][C:2]1[CH:15]=[CH:14][C:5]([C:6]([CH:8]2[CH2:13][CH2:12][NH:11][CH2:10][CH2:9]2)=[O:7])=[CH:4][CH:3]=1.[O:16]1[CH:18]([CH2:19][O:20][C:21]2[CH:26]=[CH:25][CH:24]=[CH:23][CH:22]=2)[CH2:17]1.[C:27](N1C=CN=C1)([N:29]1C=CN=C1)=[O:28].[OH-].[NH4+], predict the reaction product. The product is: [F:1][C:2]1[CH:3]=[CH:4][C:5]([C:6]([CH:8]2[CH2:13][CH2:12][N:11]([CH2:17][CH:18]([O:16][C:27](=[O:28])[NH2:29])[CH2:19][O:20][C:21]3[CH:22]=[CH:23][CH:24]=[CH:25][CH:26]=3)[CH2:10][CH2:9]2)=[O:7])=[CH:14][CH:15]=1. (4) Given the reactants [N+:1]([C:4]1[CH:12]=[CH:11][C:10](Cl)=[CH:9][C:5]=1[C:6]([OH:8])=[O:7])([O-:3])=[O:2].[CH3:14][CH:15]1[O:20][CH:19]([CH3:21])[CH2:18][NH:17][CH2:16]1, predict the reaction product. The product is: [N+:1]([C:4]1[CH:12]=[CH:11][C:10]([N:17]2[CH2:16][CH:15]([CH3:14])[O:20][CH:19]([CH3:21])[CH2:18]2)=[CH:9][C:5]=1[C:6]([OH:8])=[O:7])([O-:3])=[O:2]. (5) Given the reactants [Cl:1][C:2]1[CH:3]=[C:4]2[N:19]=[C:18]([O:20][C@@H:21]3[CH2:25][O:24][C@@H:23]4[C@H:26]([OH:29])[CH2:27][O:28][C@H:22]34)[N:17]([CH2:30][O:31][CH2:32][CH2:33][Si:34]([CH3:37])([CH3:36])[CH3:35])[C:5]2=[N:6][C:7]=1[C:8]1[CH:16]=[CH:15][C:11]([C:12](O)=[O:13])=[CH:10][CH:9]=1.[NH:38]=[S:39]1(=[O:45])[CH2:44][CH2:43][O:42][CH2:41][CH2:40]1, predict the reaction product. The product is: [Cl:1][C:2]1[CH:3]=[C:4]2[N:19]=[C:18]([O:20][C@@H:21]3[CH2:25][O:24][C@@H:23]4[C@H:26]([OH:29])[CH2:27][O:28][C@H:22]34)[N:17]([CH2:30][O:31][CH2:32][CH2:33][Si:34]([CH3:35])([CH3:37])[CH3:36])[C:5]2=[N:6][C:7]=1[C:8]1[CH:9]=[CH:10][C:11]([C:12]([N:38]=[S:39]2(=[O:45])[CH2:44][CH2:43][O:42][CH2:41][CH2:40]2)=[O:13])=[CH:15][CH:16]=1. (6) Given the reactants S(OC)(O[CH3:5])(=O)=O.[CH2:8]([C:11]1[CH:15]=[C:14]([C:16]([O:18]CC)=[O:17])[NH:13][N:12]=1)[CH2:9][CH3:10].[OH-].[Na+], predict the reaction product. The product is: [CH3:5][N:13]1[C:14]([C:16]([OH:18])=[O:17])=[CH:15][C:11]([CH2:8][CH2:9][CH3:10])=[N:12]1. (7) Given the reactants [F:1][C:2]1[C:16]([N:17]([CH3:37])[C:18]([C:20]2[N:24]([CH3:25])[N:23]=[C:22]([C:26]([F:32])([F:31])[C:27]([F:30])([F:29])[F:28])[C:21]=2[C:33]([F:36])([F:35])[F:34])=[O:19])=[CH:15][CH:14]=[C:13]([F:38])[C:3]=1[CH2:4][NH:5]C(=O)OC(C)(C)C.[ClH:39], predict the reaction product. The product is: [Cl-:39].[F:1][C:2]1[C:16]([N:17]([CH3:37])[C:18]([C:20]2[N:24]([CH3:25])[N:23]=[C:22]([C:26]([F:32])([F:31])[C:27]([F:30])([F:28])[F:29])[C:21]=2[C:33]([F:34])([F:35])[F:36])=[O:19])=[CH:15][CH:14]=[C:13]([F:38])[C:3]=1[CH2:4][NH3+:5]. (8) Given the reactants [CH2:1]([NH2:4])[C:2]#[CH:3].C(N(C(C)C)CC)(C)C.Cl[C:15]([O:17][CH2:18][CH:19]1[C:31]2[CH:30]=[CH:29][CH:28]=[CH:27][C:26]=2[C:25]2[C:20]1=[CH:21][CH:22]=[CH:23][CH:24]=2)=[O:16], predict the reaction product. The product is: [CH:30]1[C:31]2[CH:19]([CH2:18][O:17][C:15](=[O:16])[NH:4][CH2:1][C:2]#[CH:3])[C:20]3[C:25](=[CH:24][CH:23]=[CH:22][CH:21]=3)[C:26]=2[CH:27]=[CH:28][CH:29]=1. (9) Given the reactants Cl[CH2:2][C:3]1[S:7][C:6]([NH:8][C:9](=[O:11])[CH3:10])=[N:5][CH:4]=1.Cl.[Cl:13][C:14]1[CH:19]=[CH:18][C:17](N2CCCCC2)=[CH:16][CH:15]=1.CC[N:28]([CH:32]([CH3:34])C)[CH:29]([CH3:31])C.[C:35](#N)[CH3:36], predict the reaction product. The product is: [Cl:13][C:14]1[CH:15]=[CH:16][C:17]([CH2:35][CH:36]2[CH2:31][CH2:29][N:28]([CH2:2][C:3]3[S:7][C:6]([NH:8][C:9](=[O:11])[CH3:10])=[N:5][CH:4]=3)[CH2:32][CH2:34]2)=[CH:18][CH:19]=1.